This data is from Catalyst prediction with 721,799 reactions and 888 catalyst types from USPTO. The task is: Predict which catalyst facilitates the given reaction. (1) Reactant: C(N(CC)CC)C.[Cl:8][CH2:9][CH2:10][N:11]=[C:12]=[O:13].[Cl:14][C:15]1[C:16]([O:21][C:22]2[C:27]([Cl:28])=[CH:26][C:25]([C:29]([F:32])([F:31])[F:30])=[CH:24][C:23]=2[Cl:33])=[N:17][NH:18][C:19]=1[CH3:20].Cl. Product: [Cl:8][CH2:9][CH2:10][NH:11][C:12]([N:18]1[C:19]([CH3:20])=[C:15]([Cl:14])[C:16]([O:21][C:22]2[C:27]([Cl:28])=[CH:26][C:25]([C:29]([F:32])([F:31])[F:30])=[CH:24][C:23]=2[Cl:33])=[N:17]1)=[O:13]. The catalyst class is: 13. (2) Reactant: [F:1][C:2]1[CH:20]=[CH:19][CH:18]=[C:17]([F:21])[C:3]=1[CH2:4][O:5][C:6]1[C:7]2[N:8]([CH:13]=[C:14]([CH3:16])[N:15]=2)[CH:9]=[C:10]([CH3:12])[CH:11]=1.[Br:22]N1C(=O)CCC1=O. Product: [Br:22][C:13]1[N:8]2[CH:9]=[C:10]([CH3:12])[CH:11]=[C:6]([O:5][CH2:4][C:3]3[C:17]([F:21])=[CH:18][CH:19]=[CH:20][C:2]=3[F:1])[C:7]2=[N:15][C:14]=1[CH3:16]. The catalyst class is: 8. (3) Product: [ClH:1].[ClH:22].[Cl:1][C:2]1[CH:7]=[CH:6][N:5]=[C:4]([C:8]2([F:21])[CH2:9][CH2:10][NH:11][CH2:12][CH2:13]2)[CH:3]=1. Reactant: [Cl:1][C:2]1[CH:7]=[CH:6][N:5]=[C:4]([C:8]2([F:21])[CH2:13][CH2:12][N:11](C(OC(C)(C)C)=O)[CH2:10][CH2:9]2)[CH:3]=1.[ClH:22]. The catalyst class is: 13. (4) Reactant: [CH2:1]([O:3][C:4]([N:6]1[C:14]2[C:9](=[CH:10][C:11]([C:15]3[N:16]([CH3:24])[N:17]=[C:18]([C:20]([F:23])([F:22])[F:21])[CH:19]=3)=[CH:12][CH:13]=2)[CH2:8][C:7]1=[O:25])=[O:5])[CH3:2].CCN(C(C)C)C(C)C.[O:35](S(C(F)(F)F)(=O)=O)[S:36]([C:39]([F:42])([F:41])[F:40])(=O)=[O:37]. Product: [CH2:1]([O:3][C:4]([N:6]1[C:14]2[C:9](=[CH:10][C:11]([C:15]3[N:16]([CH3:24])[N:17]=[C:18]([C:20]([F:22])([F:23])[F:21])[CH:19]=3)=[CH:12][CH:13]=2)[CH:8]=[C:7]1[O:25][S:36]([C:39]([F:42])([F:41])[F:40])(=[O:37])=[O:35])=[O:5])[CH3:2]. The catalyst class is: 4.